Dataset: Reaction yield outcomes from USPTO patents with 853,638 reactions. Task: Predict the reaction yield, written as a fraction of the theoretical maximum amount of product (1.0 means a 100% yield; for example, 0.34 means a 34% yield). (1) The reactants are Br[C:2]1[CH:9]=[CH:8][C:5]([C:6]#[N:7])=[CH:4][CH:3]=1.[CH3:10][C@@H:11]1[CH2:16][NH:15][CH2:14][CH2:13][NH:12]1.CC(C)([O-])C.[Na+].Cl. The catalyst is C1(C)C=CC=CC=1.C1C=CC(/C=C/C(/C=C/C2C=CC=CC=2)=O)=CC=1.C1C=CC(/C=C/C(/C=C/C2C=CC=CC=2)=O)=CC=1.C1C=CC(/C=C/C(/C=C/C2C=CC=CC=2)=O)=CC=1.[Pd].[Pd].C1C=CC(P(C2C(C3C(P(C4C=CC=CC=4)C4C=CC=CC=4)=CC=C4C=3C=CC=C4)=C3C(C=CC=C3)=CC=2)C2C=CC=CC=2)=CC=1.CO. The product is [CH3:10][C@H:11]1[NH:12][CH2:13][CH2:14][N:15]([C:2]2[CH:9]=[CH:8][C:5]([C:6]#[N:7])=[CH:4][CH:3]=2)[CH2:16]1. The yield is 0.690. (2) The reactants are [CH3:1][O:2][C:3]([C@@H:5]1[CH2:10][CH2:9][CH2:8][CH2:7][C@@H:6]1[NH2:11])=[O:4].[F:12][C:13]1[CH:20]=[CH:19][C:16]([CH:17]=O)=[CH:15][CH:14]=1.C([BH3-])#N.[Na+].C(=O)(O)[O-].[Na+]. The catalyst is CO.C(O)(=O)C. The product is [CH3:1][O:2][C:3]([C@@H:5]1[CH2:10][CH2:9][CH2:8][CH2:7][C@@H:6]1[NH:11][CH2:17][C:16]1[CH:19]=[CH:20][C:13]([F:12])=[CH:14][CH:15]=1)=[O:4]. The yield is 0.470.